Dataset: Reaction yield outcomes from USPTO patents with 853,638 reactions. Task: Predict the reaction yield, written as a fraction of the theoretical maximum amount of product (1.0 means a 100% yield; for example, 0.34 means a 34% yield). (1) The catalyst is C1COCC1. The reactants are C([Li])CCC.C(NC(C)C)(C)C.[C:13]([C:16]1[C:24]2[C:19](=[CH:20][CH:21]=[CH:22][CH:23]=2)[N:18]([CH3:25])[CH:17]=1)(=[O:15])[CH3:14].[N:26]1[CH:31]=[CH:30][C:29]([CH:32]=[O:33])=[CH:28][CH:27]=1.Cl[Si:35]([CH3:38])([CH3:37])[CH3:36]. The product is [CH3:25][N:18]1[C:19]2[C:24](=[CH:23][CH:22]=[CH:21][CH:20]=2)[C:16]([C:13](=[O:15])[CH2:14][CH:32]([C:29]2[CH:30]=[CH:31][N:26]=[CH:27][CH:28]=2)[O:33][Si:35]([CH3:38])([CH3:37])[CH3:36])=[CH:17]1. The yield is 0.510. (2) The reactants are [CH3:1][N:2]1[CH:6]=[CH:5][CH:4]=[N:3]1.C([Li])CCC.CCCCCC.C(OCC)C.I[C:24]1[CH:29]=[C:28]([N+:30]([O-:32])=[O:31])[CH:27]=[CH:26][C:25]=1[O:33][CH3:34]. The product is [CH3:34][O:33][C:25]1[CH:26]=[CH:27][C:28]([N+:30]([O-:32])=[O:31])=[CH:29][C:24]=1[C:6]1[N:2]([CH3:1])[N:3]=[CH:4][CH:5]=1. The catalyst is C1COCC1.[Cl-].[Zn+2].[Cl-].C1C=CC([P]([Pd]([P](C2C=CC=CC=2)(C2C=CC=CC=2)C2C=CC=CC=2)([P](C2C=CC=CC=2)(C2C=CC=CC=2)C2C=CC=CC=2)[P](C2C=CC=CC=2)(C2C=CC=CC=2)C2C=CC=CC=2)(C2C=CC=CC=2)C2C=CC=CC=2)=CC=1. The yield is 0.590. (3) The reactants are Br[C:2]1[C:3]([F:28])=[C:4]([N:8]2[CH:13]=[C:12]([O:14][CH3:15])[C:11](=[O:16])[C:10]([C:17]3[N:21]([C:22]4[CH:27]=[CH:26][CH:25]=[CH:24][CH:23]=4)[N:20]=[CH:19][CH:18]=3)=[N:9]2)[CH:5]=[CH:6][CH:7]=1.[N:29]1[CH:34]=[CH:33][CH:32]=[C:31](B(O)O)[CH:30]=1.C([O-])([O-])=O.[Na+].[Na+].C([O-])(O)=O.[Na+]. The catalyst is COCCOC.O.C1C=CC([P]([Pd]([P](C2C=CC=CC=2)(C2C=CC=CC=2)C2C=CC=CC=2)([P](C2C=CC=CC=2)(C2C=CC=CC=2)C2C=CC=CC=2)[P](C2C=CC=CC=2)(C2C=CC=CC=2)C2C=CC=CC=2)(C2C=CC=CC=2)C2C=CC=CC=2)=CC=1. The product is [F:28][C:3]1[C:2]([C:31]2[CH:30]=[N:29][CH:34]=[CH:33][CH:32]=2)=[CH:7][CH:6]=[CH:5][C:4]=1[N:8]1[CH:13]=[C:12]([O:14][CH3:15])[C:11](=[O:16])[C:10]([C:17]2[N:21]([C:22]3[CH:27]=[CH:26][CH:25]=[CH:24][CH:23]=3)[N:20]=[CH:19][CH:18]=2)=[N:9]1. The yield is 0.480. (4) The reactants are [CH:1]1([N:7]2[C:12]([OH:13])=[C:11]([C:14]([NH:16][CH2:17][C:18]([O:20]CC)=[O:19])=[O:15])[C:10](=[O:23])[NH:9][C:8]2=[O:24])[CH2:6][CH2:5][CH2:4][CH2:3][CH2:2]1.C(=O)([O-])[O-].[K+].[K+].[Cl:31][C:32]1[CH:33]=[C:34]([CH:37]=[CH:38][C:39]=1[Cl:40])[CH2:35]Br.Cl. The catalyst is CC(N(C)C)=O. The product is [CH:1]1([N:7]2[C:12]([OH:13])=[C:11]([C:14]([NH:16][CH2:17][C:18]([OH:20])=[O:19])=[O:15])[C:10](=[O:23])[N:9]([CH2:35][C:34]3[CH:37]=[CH:38][C:39]([Cl:40])=[C:32]([Cl:31])[CH:33]=3)[C:8]2=[O:24])[CH2:2][CH2:3][CH2:4][CH2:5][CH2:6]1. The yield is 0.330. (5) The reactants are [C:1]([C:5]1[CH:13]=[C:12]2[C:8]([CH2:9][CH:10]([CH3:15])[C:11]2=O)=[C:7]([C:16]2[CH:21]=[CH:20][CH:19]=[CH:18][CH:17]=2)[C:6]=1[O:22][CH3:23])([CH3:4])([CH3:3])[CH3:2].[BH4-].[Na+].CO.Cl. The catalyst is C1COCC1.O. The product is [C:1]([C:5]1[CH:13]=[C:12]2[C:8](=[C:7]([C:16]3[CH:21]=[CH:20][CH:19]=[CH:18][CH:17]=3)[C:6]=1[O:22][CH3:23])[CH2:9][C:10]([CH3:15])=[CH:11]2)([CH3:4])([CH3:2])[CH3:3]. The yield is 0.990.